The task is: Regression. Given a peptide amino acid sequence and an MHC pseudo amino acid sequence, predict their binding affinity value. This is MHC class II binding data.. This data is from Peptide-MHC class II binding affinity with 134,281 pairs from IEDB. (1) The peptide sequence is VERSKAYSNCYPYDV. The MHC is DRB1_0405 with pseudo-sequence DRB1_0405. The binding affinity (normalized) is 0.161. (2) The peptide sequence is TKEDLFGKKNLIPSS. The MHC is HLA-DQA10201-DQB10301 with pseudo-sequence HLA-DQA10201-DQB10301. The binding affinity (normalized) is 0.349. (3) The peptide sequence is AWDFSSAGGFFTSVG. The MHC is DRB1_0802 with pseudo-sequence DRB1_0802. The binding affinity (normalized) is 0.180. (4) The peptide sequence is ARGWAAHRARANESA. The MHC is HLA-DQA10102-DQB10501 with pseudo-sequence HLA-DQA10102-DQB10501. The binding affinity (normalized) is 0. (5) The peptide sequence is AFAATHNPWASQEG. The MHC is DRB1_0901 with pseudo-sequence DRB1_0901. The binding affinity (normalized) is 0.231. (6) The peptide sequence is ANKVAATAANAAPAN. The MHC is DRB1_0802 with pseudo-sequence DRB1_0802. The binding affinity (normalized) is 0.490. (7) The peptide sequence is YEGLSYRSLQPEEFA. The MHC is HLA-DPA10103-DPB10401 with pseudo-sequence HLA-DPA10103-DPB10401. The binding affinity (normalized) is 0.262. (8) The binding affinity (normalized) is 0.532. The peptide sequence is AELVHFLLLKYRAR. The MHC is DRB1_0101 with pseudo-sequence DRB1_0101.